This data is from Peptide-MHC class II binding affinity with 134,281 pairs from IEDB. The task is: Regression. Given a peptide amino acid sequence and an MHC pseudo amino acid sequence, predict their binding affinity value. This is MHC class II binding data. (1) The peptide sequence is MLGSNTMQRVVFVVLLLL. The MHC is DRB3_0101 with pseudo-sequence DRB3_0101. The binding affinity (normalized) is 0.184. (2) The peptide sequence is LKLREVYTQLCDHRL. The MHC is DRB1_1302 with pseudo-sequence DRB1_1302. The binding affinity (normalized) is 0.149. (3) The peptide sequence is DDMAAQPFFDPSASF. The MHC is HLA-DPA10201-DPB10501 with pseudo-sequence HLA-DPA10201-DPB10501. The binding affinity (normalized) is 0.116. (4) The MHC is DRB1_1501 with pseudo-sequence DRB1_1501. The binding affinity (normalized) is 0.139. The peptide sequence is CVDAKMTEEDKENALSL.